From a dataset of Catalyst prediction with 721,799 reactions and 888 catalyst types from USPTO. Predict which catalyst facilitates the given reaction. (1) Reactant: Br[C:2]1[CH:3]=[CH:4][C:5]([C:8]([NH:27][C:28]([NH:30][CH:31]2[CH2:35][CH2:34][CH2:33][CH2:32]2)=[O:29])([C:16]2[CH:21]=[C:20]([C:22]([F:25])([F:24])[F:23])[CH:19]=[C:18]([F:26])[CH:17]=2)[CH2:9][C:10]2[CH:15]=[CH:14][CH:13]=[CH:12][CH:11]=2)=[N:6][CH:7]=1.[NH:36]1[CH2:41][CH2:40][O:39][CH2:38][CH2:37]1.CC1(C)C2C(=C(P(C3C=CC=CC=3)C3C=CC=CC=3)C=CC=2)OC2C(P(C3C=CC=CC=3)C3C=CC=CC=3)=CC=CC1=2. Product: [CH:31]1([NH:30][C:28]([NH:27][C:8]([C:16]2[CH:21]=[C:20]([C:22]([F:24])([F:23])[F:25])[CH:19]=[C:18]([F:26])[CH:17]=2)([C:5]2[CH:4]=[CH:3][C:2]([N:36]3[CH2:41][CH2:40][O:39][CH2:38][CH2:37]3)=[CH:7][N:6]=2)[CH2:9][C:10]2[CH:11]=[CH:12][CH:13]=[CH:14][CH:15]=2)=[O:29])[CH2:32][CH2:33][CH2:34][CH2:35]1. The catalyst class is: 101. (2) Reactant: [C:1]([CH2:3][CH2:4][C@@H:5]1[CH2:9][C@H:8]([C:10]([OH:12])=O)[C@H:7]([CH2:13][CH3:14])[CH2:6]1)#[N:2].[NH:15]([C:17]1[N:18]=[C:19]2[CH:25]=[CH:24][N:23]([S:26]([C:29]3[CH:35]=[CH:34][C:32]([CH3:33])=[CH:31][CH:30]=3)(=[O:28])=[O:27])[C:20]2=[N:21][CH:22]=1)[NH2:16].CN(C(ON1N=NC2C=CC=NC1=2)=[N+](C)C)C.F[P-](F)(F)(F)(F)F. Product: [C:1]([CH2:3][CH2:4][C@@H:5]1[CH2:9][C@H:8]([C:10]([NH:16][NH:15][C:17]2[N:18]=[C:19]3[CH:25]=[CH:24][N:23]([S:26]([C:29]4[CH:35]=[CH:34][C:32]([CH3:33])=[CH:31][CH:30]=4)(=[O:28])=[O:27])[C:20]3=[N:21][CH:22]=2)=[O:12])[C@H:7]([CH2:13][CH3:14])[CH2:6]1)#[N:2]. The catalyst class is: 1. (3) Reactant: [OH-:1].[Na+].[F:3][C:4]1[CH:5]=[C:6]2[C:10](=[CH:11][CH:12]=1)[NH:9][C:8](=[O:13])[C:7]2=O.[N:15]([O-])=O.[Na+].CCOCC. Product: [F:3][C:4]1[CH:5]=[C:6]2[C:10](=[CH:11][CH:12]=1)[NH:9][N:15]=[C:7]2[C:8]([OH:13])=[O:1]. The catalyst class is: 223. (4) Reactant: [NH2:1][C@@H:2]1[C:9](=[O:10])[N:8]2[C@@H:3]1[S:4][CH2:5][C:6]([CH:14]=[O:15])=[C:7]2[C:11]([OH:13])=[O:12].C/C(/O[Si](C)(C)C)=N\[Si](C)(C)C.[C:28]([NH:47][C:48]1[S:49][CH:50]=[C:51](/[C:53](=[N:57]/[O:58][CH3:59])/[C:54](Cl)=[O:55])[N:52]=1)([C:41]1[CH:46]=[CH:45][CH:44]=[CH:43][CH:42]=1)([C:35]1[CH:40]=[CH:39][CH:38]=[CH:37][CH:36]=1)[C:29]1[CH:34]=[CH:33][CH:32]=[CH:31][CH:30]=1.O. Product: [OH:15][CH:14]1[C:6]2[CH2:5][S:4][CH:3]3[CH:2]([NH:1][C:54](=[O:55])[C:53]([C:51]4[N:52]=[C:48]([NH:47][C:28]([C:35]5[CH:40]=[CH:39][CH:38]=[CH:37][CH:36]=5)([C:29]5[CH:30]=[CH:31][CH:32]=[CH:33][CH:34]=5)[C:41]5[CH:46]=[CH:45][CH:44]=[CH:43][CH:42]=5)[S:49][CH:50]=4)=[N:57][O:58][CH3:59])[C:9](=[O:10])[N:8]3[C:7]=2[C:11](=[O:13])[O:12]1. The catalyst class is: 291.